Predict the product of the given reaction. From a dataset of Forward reaction prediction with 1.9M reactions from USPTO patents (1976-2016). (1) Given the reactants [Cl:1][C:2]1[CH:7]=[CH:6][C:5]([CH:8](O)[C:9]2[C:10]([C:25]([O:27][CH2:28][CH3:29])=[O:26])=[N:11][N:12]([C:15]3[C:16]([O:23][CH3:24])=[N:17][C:18]([O:21][CH3:22])=[N:19][CH:20]=3)[C:13]=2[CH3:14])=[CH:4][CH:3]=1.[NH2:31][C:32]1[CH:33]=[C:34]([CH3:40])[C:35](=[O:39])[N:36]([CH3:38])[CH:37]=1, predict the reaction product. The product is: [Cl:1][C:2]1[CH:7]=[CH:6][C:5]([CH:8]([NH:31][C:32]2[CH:33]=[C:34]([CH3:40])[C:35](=[O:39])[N:36]([CH3:38])[CH:37]=2)[C:9]2[C:10]([C:25]([O:27][CH2:28][CH3:29])=[O:26])=[N:11][N:12]([C:15]3[C:16]([O:23][CH3:24])=[N:17][C:18]([O:21][CH3:22])=[N:19][CH:20]=3)[C:13]=2[CH3:14])=[CH:4][CH:3]=1. (2) Given the reactants [CH3:1][N:2]([CH3:25])[C:3](=O)[CH2:4][C:5]1[C:13]2[C:8](=[C:9]([F:21])[CH:10]=[C:11]([CH2:16][CH2:17][C:18]([NH2:20])=O)[C:12]=2[O:14][CH3:15])[N:7]([CH2:22][CH3:23])[CH:6]=1.[H-].[Al+3].[Li+].[H-].[H-].[H-], predict the reaction product. The product is: [CH3:25][N:2]([CH3:1])[CH2:3][CH2:4][C:5]1[C:13]2[C:8](=[C:9]([F:21])[CH:10]=[C:11]([CH2:16][CH2:17][CH2:18][NH2:20])[C:12]=2[O:14][CH3:15])[N:7]([CH2:22][CH3:23])[CH:6]=1. (3) Given the reactants C([O:8][C:9]1[CH:10]=[C:11]([C:24](=[O:27])[CH2:25][CH3:26])[C:12]2[S:16][C:15]([NH:17][C:18]([NH:20][CH2:21][CH3:22])=[O:19])=[N:14][C:13]=2[CH:23]=1)C1C=CC=CC=1.CS(O)(=O)=O, predict the reaction product. The product is: [CH2:21]([NH:20][C:18]([NH:17][C:15]1[S:16][C:12]2[C:11]([C:24](=[O:27])[CH2:25][CH3:26])=[CH:10][C:9]([OH:8])=[CH:23][C:13]=2[N:14]=1)=[O:19])[CH3:22]. (4) Given the reactants Cl[C:2]1[C:11]2[C:6](=[N:7][CH:8]=[CH:9][CH:10]=2)[N:5]=[C:4]([C:12]2[CH:17]=[CH:16][CH:15]=[CH:14][CH:13]=2)[C:3]=1[CH3:18].[O:19]1[CH2:24][CH2:23][N:22]([C:25]2[CH:26]=[C:27]3[NH:33][CH2:32][C:31]4([CH2:38][CH2:37][O:36][CH2:35][CH2:34]4)[C:28]3=[N:29][CH:30]=2)[CH2:21][CH2:20]1.CC(C)([O-])C.[Na+], predict the reaction product. The product is: [CH3:18][C:3]1[C:4]([C:12]2[CH:17]=[CH:16][CH:15]=[CH:14][CH:13]=2)=[N:5][C:6]2[C:11]([C:2]=1[N:33]1[C:27]3[C:28](=[N:29][CH:30]=[C:25]([N:22]4[CH2:23][CH2:24][O:19][CH2:20][CH2:21]4)[CH:26]=3)[C:31]3([CH2:38][CH2:37][O:36][CH2:35][CH2:34]3)[CH2:32]1)=[CH:10][CH:9]=[CH:8][N:7]=2. (5) The product is: [Cl:9][C:10]1[S:14][C:13]([C:2]2[CH:3]=[C:4]([OH:8])[CH:5]=[CH:6][CH:7]=2)=[CH:12][CH:11]=1. Given the reactants I[C:2]1[CH:3]=[C:4]([OH:8])[CH:5]=[CH:6][CH:7]=1.[Cl:9][C:10]1[S:14][C:13](B(O)O)=[CH:12][CH:11]=1.C([O-])([O-])=O.[Na+].[Na+], predict the reaction product.